Dataset: Full USPTO retrosynthesis dataset with 1.9M reactions from patents (1976-2016). Task: Predict the reactants needed to synthesize the given product. (1) Given the product [C:1]1([C@H:7]([NH:9][C:12]([NH2:13])=[O:11])[CH3:8])[CH:6]=[CH:5][CH:4]=[CH:3][CH:2]=1, predict the reactants needed to synthesize it. The reactants are: [C:1]1([C@H:7]([NH2:9])[CH3:8])[CH:6]=[CH:5][CH:4]=[CH:3][CH:2]=1.Cl.[O-:11][C:12]#[N:13].[K+].C([O-])(O)=O.[Na+]. (2) Given the product [CH2:8]([C:10]1[CH:11]=[CH:12][C:13]([CH:16]2[CH2:21][N:20]([C:22]([N:24]3[CH2:25][CH2:26][CH2:27][CH2:28]3)=[O:23])[CH2:19][CH:18]([NH:29][C:42]([N:39]3[CH2:40][CH2:41][N:36]([C:30]4[CH:31]=[CH:32][CH:33]=[CH:34][CH:35]=4)[CH2:37][CH2:38]3)=[O:43])[CH2:17]2)=[CH:14][CH:15]=1)[CH3:9], predict the reactants needed to synthesize it. The reactants are: FC(F)(F)C(O)=O.[CH2:8]([C:10]1[CH:15]=[CH:14][C:13]([CH:16]2[CH2:21][N:20]([C:22]([N:24]3[CH2:28][CH2:27][CH2:26][CH2:25]3)=[O:23])[CH2:19][CH:18]([NH2:29])[CH2:17]2)=[CH:12][CH:11]=1)[CH3:9].[C:30]1([N:36]2[CH2:41][CH2:40][N:39]([C:42](Cl)=[O:43])[CH2:38][CH2:37]2)[CH:35]=[CH:34][CH:33]=[CH:32][CH:31]=1. (3) Given the product [C:13]([C:15]1([CH3:1])[CH2:18][N:17]([C:19]([O:21][C:22]([CH3:25])([CH3:24])[CH3:23])=[O:20])[CH2:16]1)#[N:14], predict the reactants needed to synthesize it. The reactants are: [CH:1](NC(C)C)(C)C.[Li]CCCC.[C:13]([CH:15]1[CH2:18][N:17]([C:19]([O:21][C:22]([CH3:25])([CH3:24])[CH3:23])=[O:20])[CH2:16]1)#[N:14].IC.